This data is from Full USPTO retrosynthesis dataset with 1.9M reactions from patents (1976-2016). The task is: Predict the reactants needed to synthesize the given product. Given the product [CH3:1][O:2][C:3]([C@@H:5]1[C@@H:9]([CH2:10][CH2:11][C:12]2[CH:17]=[CH:16][CH:15]=[CH:14][CH:13]=2)[CH2:8][N:7]([C:18]([O:20][C:21]([CH3:24])([CH3:23])[CH3:22])=[O:19])[CH2:6]1)=[O:4], predict the reactants needed to synthesize it. The reactants are: [CH3:1][O:2][C:3]([C@@H:5]1[C@@H:9]([CH:10]=[CH:11][C:12]2[CH:17]=[CH:16][CH:15]=[CH:14][CH:13]=2)[CH2:8][N:7]([C:18]([O:20][C:21]([CH3:24])([CH3:23])[CH3:22])=[O:19])[CH2:6]1)=[O:4].